Dataset: Full USPTO retrosynthesis dataset with 1.9M reactions from patents (1976-2016). Task: Predict the reactants needed to synthesize the given product. Given the product [NH:20]1[C:1]([C:3]2[CH:19]=[CH:18][C:6]([O:7][C:8]3[CH:9]=[CH:10][C:11]4[B:15]([OH:16])[O:14][CH2:13][C:12]=4[CH:17]=3)=[CH:5][CH:4]=2)=[N:2][N:22]=[N:21]1, predict the reactants needed to synthesize it. The reactants are: [C:1]([C:3]1[CH:19]=[CH:18][C:6]([O:7][C:8]2[CH:9]=[CH:10][C:11]3[B:15]([OH:16])[O:14][CH2:13][C:12]=3[CH:17]=2)=[CH:5][CH:4]=1)#[N:2].[N-:20]=[N+:21]=[N-:22].[Na+].[Cl-].[NH4+].O.